Dataset: NCI-60 drug combinations with 297,098 pairs across 59 cell lines. Task: Regression. Given two drug SMILES strings and cell line genomic features, predict the synergy score measuring deviation from expected non-interaction effect. (1) Drug 1: CC1=C(C=C(C=C1)NC(=O)C2=CC=C(C=C2)CN3CCN(CC3)C)NC4=NC=CC(=N4)C5=CN=CC=C5. Drug 2: CC1=C(C(=O)C2=C(C1=O)N3CC4C(C3(C2COC(=O)N)OC)N4)N. Cell line: NCI-H322M. Synergy scores: CSS=-6.12, Synergy_ZIP=1.32, Synergy_Bliss=1.27, Synergy_Loewe=-51.7, Synergy_HSA=-5.68. (2) Drug 1: C1=C(C(=O)NC(=O)N1)N(CCCl)CCCl. Drug 2: C1=CC=C(C(=C1)C(C2=CC=C(C=C2)Cl)C(Cl)Cl)Cl. Cell line: MALME-3M. Synergy scores: CSS=14.2, Synergy_ZIP=-5.94, Synergy_Bliss=0.786, Synergy_Loewe=-7.88, Synergy_HSA=0.732. (3) Drug 1: C1=NC2=C(N=C(N=C2N1C3C(C(C(O3)CO)O)O)F)N. Drug 2: CNC(=O)C1=NC=CC(=C1)OC2=CC=C(C=C2)NC(=O)NC3=CC(=C(C=C3)Cl)C(F)(F)F. Cell line: IGROV1. Synergy scores: CSS=-0.384, Synergy_ZIP=-1.99, Synergy_Bliss=-4.26, Synergy_Loewe=-8.20, Synergy_HSA=-4.80. (4) Drug 2: C1=NC2=C(N=C(N=C2N1C3C(C(C(O3)CO)O)O)F)N. Synergy scores: CSS=12.1, Synergy_ZIP=-2.11, Synergy_Bliss=2.30, Synergy_Loewe=-10.3, Synergy_HSA=2.25. Drug 1: CC1C(C(CC(O1)OC2CC(CC3=C2C(=C4C(=C3O)C(=O)C5=C(C4=O)C(=CC=C5)OC)O)(C(=O)C)O)N)O.Cl. Cell line: SF-295.